From a dataset of Peptide-MHC class I binding affinity with 185,985 pairs from IEDB/IMGT. Regression. Given a peptide amino acid sequence and an MHC pseudo amino acid sequence, predict their binding affinity value. This is MHC class I binding data. (1) The MHC is HLA-A02:01 with pseudo-sequence HLA-A02:01. The peptide sequence is VMETENALF. The binding affinity (normalized) is 0.0847. (2) The peptide sequence is ITLLCLIPTV. The MHC is HLA-A30:01 with pseudo-sequence HLA-A30:01. The binding affinity (normalized) is 0.471.